Dataset: NCI-60 drug combinations with 297,098 pairs across 59 cell lines. Task: Regression. Given two drug SMILES strings and cell line genomic features, predict the synergy score measuring deviation from expected non-interaction effect. (1) Drug 1: CC1=CC2C(CCC3(C2CCC3(C(=O)C)OC(=O)C)C)C4(C1=CC(=O)CC4)C. Drug 2: CC(C)CN1C=NC2=C1C3=CC=CC=C3N=C2N. Cell line: OVCAR-8. Synergy scores: CSS=-3.04, Synergy_ZIP=0.758, Synergy_Bliss=-0.887, Synergy_Loewe=-2.31, Synergy_HSA=-2.43. (2) Drug 1: CCC1=CC2CC(C3=C(CN(C2)C1)C4=CC=CC=C4N3)(C5=C(C=C6C(=C5)C78CCN9C7C(C=CC9)(C(C(C8N6C)(C(=O)OC)O)OC(=O)C)CC)OC)C(=O)OC.C(C(C(=O)O)O)(C(=O)O)O. Drug 2: COCCOC1=C(C=C2C(=C1)C(=NC=N2)NC3=CC=CC(=C3)C#C)OCCOC.Cl. Cell line: 786-0. Synergy scores: CSS=18.6, Synergy_ZIP=-0.631, Synergy_Bliss=-2.45, Synergy_Loewe=-13.7, Synergy_HSA=-0.679. (3) Drug 1: C1=CC=C(C=C1)NC(=O)CCCCCCC(=O)NO. Drug 2: CC1CC(C(C(C=C(C(C(C=CC=C(C(=O)NC2=CC(=O)C(=C(C1)C2=O)OC)C)OC)OC(=O)N)C)C)O)OC. Cell line: NCIH23. Synergy scores: CSS=61.1, Synergy_ZIP=-3.81, Synergy_Bliss=-8.21, Synergy_Loewe=-10.3, Synergy_HSA=-5.92.